From a dataset of Reaction yield outcomes from USPTO patents with 853,638 reactions. Predict the reaction yield, written as a fraction of the theoretical maximum amount of product (1.0 means a 100% yield; for example, 0.34 means a 34% yield). (1) The reactants are Br[C:2]1[C:14]([CH2:15][O:16]C2CCCCO2)=[CH:13][C:5]([O:6]C2CCCCO2)=[CH:4][C:3]=1[CH3:23].[Li]CCCC.[B:29](OC(C)C)(OC(C)C)[O:30]C(C)C.Cl. The catalyst is C1COCC1.O.CCOC(C)=O. The product is [CH3:23][C:3]1[C:2]2[B:29]([OH:30])[O:16][CH2:15][C:14]=2[CH:13]=[C:5]([OH:6])[CH:4]=1. The yield is 0.330. (2) The reactants are [ClH:1].C(OC([N:9]1[CH2:14][CH2:13][C@H:12]([NH:15][C:16]2[CH:21]=[CH:20][C:19]([Br:22])=[CH:18][C:17]=2[N+:23]([O-:25])=[O:24])[C@@H:11]([OH:26])[CH2:10]1)=O)(C)(C)C. The catalyst is O1CCOCC1.ClCCl. The product is [ClH:1].[Br:22][C:19]1[CH:20]=[CH:21][C:16]([NH:15][C@H:12]2[CH2:13][CH2:14][NH:9][CH2:10][C@@H:11]2[OH:26])=[C:17]([N+:23]([O-:25])=[O:24])[CH:18]=1. The yield is 0.800.